Dataset: Full USPTO retrosynthesis dataset with 1.9M reactions from patents (1976-2016). Task: Predict the reactants needed to synthesize the given product. (1) Given the product [CH3:1][O:2][CH2:3][C:4]1[N:9]=[CH:8][C:7]([O:10][C:11]2[CH:12]=[C:13]3[C:17](=[C:18]([O:20][CH:21]4[CH2:22][CH2:23][O:24][CH2:25][CH2:26]4)[CH:19]=2)[NH:16][C:15]([C:27]([NH2:32])=[O:28])=[CH:14]3)=[CH:6][CH:5]=1, predict the reactants needed to synthesize it. The reactants are: [CH3:1][O:2][CH2:3][C:4]1[N:9]=[CH:8][C:7]([O:10][C:11]2[CH:12]=[C:13]3[C:17](=[C:18]([O:20][CH:21]4[CH2:26][CH2:25][O:24][CH2:23][CH2:22]4)[CH:19]=2)[NH:16][C:15]([C:27](O)=[O:28])=[CH:14]3)=[CH:6][CH:5]=1.O.O[N:32]1C2C=CC=CC=2N=N1.Cl.C(N=C=NCCCN(C)C)C.N. (2) Given the product [CH2:1]([N:3]([CH2:31][C:32]([NH:34][CH2:35][CH3:36])=[O:33])[C:4]([C:6]1[CH:7]=[C:8]2[C:16](=[CH:17][CH:18]=1)[N:15]([CH2:19][C:20]([OH:22])=[O:21])[C:14]1[CH2:13][CH2:12][CH:11]([CH:25]3[CH2:30][CH2:29][O:28][CH2:27][CH2:26]3)[CH2:10][C:9]2=1)=[O:5])[CH3:2], predict the reactants needed to synthesize it. The reactants are: [CH2:1]([N:3]([CH2:31][C:32]([NH:34][CH2:35][CH3:36])=[O:33])[C:4]([C:6]1[CH:7]=[C:8]2[C:16](=[CH:17][CH:18]=1)[N:15]([CH2:19][C:20]([O:22]CC)=[O:21])[C:14]1[CH2:13][CH2:12][CH:11]([CH:25]3[CH2:30][CH2:29][O:28][CH2:27][CH2:26]3)[CH2:10][C:9]2=1)=[O:5])[CH3:2].[OH-].[Na+]. (3) The reactants are: [Cl:1][C:2]1[CH:7]=[CH:6][C:5]([N+:8]([O-:10])=[O:9])=[CH:4][CH:3]=1.[Cl:11][S:12](O)(=[O:14])=[O:13]. Given the product [Cl:1][C:2]1[CH:7]=[CH:6][C:5]([N+:8]([O-:10])=[O:9])=[CH:4][C:3]=1[S:12]([Cl:11])(=[O:14])=[O:13], predict the reactants needed to synthesize it. (4) Given the product [CH3:16][O:13][C:12]([CH:5]1[C:6]2([CH2:11][CH2:10][CH2:9][CH2:8][CH2:7]2)[CH2:2][N:3]([C:29]([O:28][CH2:21][C:22]2[CH:27]=[CH:26][CH:25]=[CH:24][CH:23]=2)=[O:30])[CH2:4]1)=[O:14], predict the reactants needed to synthesize it. The reactants are: Cl.[CH2:2]1[C:6]2([CH2:11][CH2:10][CH2:9][CH2:8][CH2:7]2)[CH:5]([C:12]([OH:14])=[O:13])[CH2:4][NH:3]1.N1C=CC=C[CH:16]=1.[CH2:21]([O:28][C:29](Cl)=[O:30])[C:22]1[CH:27]=[CH:26][CH:25]=[CH:24][CH:23]=1.